This data is from Full USPTO retrosynthesis dataset with 1.9M reactions from patents (1976-2016). The task is: Predict the reactants needed to synthesize the given product. (1) The reactants are: [CH2:1]1[C:9]2[C:4](=[CH:5][CH:6]=[CH:7][CH:8]=2)[CH2:3][CH:2]1[C@H:10]1[NH:15][C:14](=[O:16])[C@@H:13]([CH:17]([CH2:20][CH3:21])[CH2:18][CH3:19])[N:12]([CH2:22][C:23]2[CH:28]=[CH:27][CH:26]=[CH:25][C:24]=2[S:29]([CH:32]2[CH2:37][CH2:36][N:35](C(OC(C)(C)C)=O)[CH2:34][CH2:33]2)(=[O:31])=[O:30])[C:11]1=[O:45].[ClH:46]. Given the product [ClH:46].[CH2:1]1[C:9]2[C:4](=[CH:5][CH:6]=[CH:7][CH:8]=2)[CH2:3][CH:2]1[C@H:10]1[NH:15][C:14](=[O:16])[C@@H:13]([CH:17]([CH2:20][CH3:21])[CH2:18][CH3:19])[N:12]([CH2:22][C:23]2[CH:28]=[CH:27][CH:26]=[CH:25][C:24]=2[S:29]([CH:32]2[CH2:33][CH2:34][NH:35][CH2:36][CH2:37]2)(=[O:31])=[O:30])[C:11]1=[O:45], predict the reactants needed to synthesize it. (2) The reactants are: C([O:4][CH2:5][C:6]1[N:7]([CH2:23][C:24]2[CH:29]=[CH:28][N:27]=[CH:26][CH:25]=2)[C:8]([S:14][C:15]2[CH:20]=[C:19]([Cl:21])[CH:18]=[C:17]([Cl:22])[CH:16]=2)=[C:9]([CH:11]([CH3:13])[CH3:12])[N:10]=1)(=O)C.[OH-].[Na+]. Given the product [OH:4][CH2:5][C:6]1[N:7]([CH2:23][C:24]2[CH:25]=[CH:26][N:27]=[CH:28][CH:29]=2)[C:8]([S:14][C:15]2[CH:16]=[C:17]([Cl:22])[CH:18]=[C:19]([Cl:21])[CH:20]=2)=[C:9]([CH:11]([CH3:13])[CH3:12])[N:10]=1, predict the reactants needed to synthesize it. (3) Given the product [Br:17][C:7]1[CH:8]=[C:3]([C:2]([F:1])([F:15])[F:16])[C:4]([N:9]2[CH2:10][CH2:11][NH:12][CH2:13][CH2:14]2)=[N:5][CH:6]=1, predict the reactants needed to synthesize it. The reactants are: [F:1][C:2]([F:16])([F:15])[C:3]1[C:4]([N:9]2[CH2:14][CH2:13][NH:12][CH2:11][CH2:10]2)=[N:5][CH:6]=[CH:7][CH:8]=1.[Br:17]Br. (4) Given the product [CH:1]([N:4]1[C:8]([C:9]2[S:10][C:11]3[CH2:12][CH2:13][O:14][C:15]4[CH:22]=[C:21]([C:29]5[CH:28]=[CH:27][N:26]=[C:25]([F:24])[CH:30]=5)[CH:20]=[CH:19][C:16]=4[C:17]=3[N:18]=2)=[N:7][CH:6]=[N:5]1)([CH3:3])[CH3:2], predict the reactants needed to synthesize it. The reactants are: [CH:1]([N:4]1[C:8]([C:9]2[S:10][C:11]3[CH2:12][CH2:13][O:14][C:15]4[CH:22]=[C:21](Br)[CH:20]=[CH:19][C:16]=4[C:17]=3[N:18]=2)=[N:7][CH:6]=[N:5]1)([CH3:3])[CH3:2].[F:24][C:25]1[CH:30]=[C:29](B(O)O)[CH:28]=[CH:27][N:26]=1.